Task: Predict which catalyst facilitates the given reaction.. Dataset: Catalyst prediction with 721,799 reactions and 888 catalyst types from USPTO (1) Product: [O:8]1[C:12]2[CH:13]=[CH:14][CH:15]=[CH:16][C:11]=2[CH:10]=[C:9]1[C:17]([NH:19][C:20]1[S:21][CH:22]=[C:23]([C:32]2[N:36]([CH:37]([F:38])[F:39])[C:35]3[CH:40]=[CH:41][CH:42]=[CH:43][C:34]=3[N:33]=2)[C:24]=1[C:25]([OH:27])=[O:26])=[O:18]. The catalyst class is: 4. Reactant: FC(F)(F)C(O)=O.[O:8]1[C:12]2[CH:13]=[CH:14][CH:15]=[CH:16][C:11]=2[CH:10]=[C:9]1[C:17]([NH:19][C:20]1[S:21][CH:22]=[C:23]([C:32]2[N:36]([CH:37]([F:39])[F:38])[C:35]3[CH:40]=[CH:41][CH:42]=[CH:43][C:34]=3[N:33]=2)[C:24]=1[C:25]([O:27]C(C)(C)C)=[O:26])=[O:18]. (2) Reactant: [C:1]([O:5][C:6]([N:8]1[CH2:12][C@@H:11]([CH2:13][N:14]([CH:31]([CH3:33])[CH3:32])[C:15](=[O:30])[C:16]2[CH:21]=[CH:20][C:19]([O:22][CH3:23])=[C:18]([O:24][CH2:25][CH2:26][CH2:27][O:28][CH3:29])[CH:17]=2)[C@H:10]([NH2:34])[CH2:9]1)=[O:7])([CH3:4])([CH3:3])[CH3:2].[S:35](Cl)([C:38]1[CH:44]=[CH:43][C:41]([CH3:42])=[CH:40][CH:39]=1)(=[O:37])=[O:36].C(N(CC)CC)C.C([O-])(O)=O.[Na+]. Product: [C:1]([O:5][C:6]([N:8]1[CH2:9][C@H:10]([NH:34][S:35]([C:38]2[CH:44]=[CH:43][C:41]([CH3:42])=[CH:40][CH:39]=2)(=[O:37])=[O:36])[C@@H:11]([CH2:13][N:14]([CH:31]([CH3:32])[CH3:33])[C:15](=[O:30])[C:16]2[CH:21]=[CH:20][C:19]([O:22][CH3:23])=[C:18]([O:24][CH2:25][CH2:26][CH2:27][O:28][CH3:29])[CH:17]=2)[CH2:12]1)=[O:7])([CH3:3])([CH3:4])[CH3:2]. The catalyst class is: 2. (3) Reactant: C[O:2][C:3]1[CH:11]=[C:10]2[C:6]([C:7](=[O:19])[C:8](=[O:18])[N:9]2[C:12]2[CH:17]=[CH:16][CH:15]=[CH:14][CH:13]=2)=[CH:5][CH:4]=1.B(Br)(Br)Br. Product: [OH:2][C:3]1[CH:11]=[C:10]2[C:6]([C:7](=[O:19])[C:8](=[O:18])[N:9]2[C:12]2[CH:17]=[CH:16][CH:15]=[CH:14][CH:13]=2)=[CH:5][CH:4]=1. The catalyst class is: 2.